The task is: Predict the product of the given reaction.. This data is from Forward reaction prediction with 1.9M reactions from USPTO patents (1976-2016). (1) Given the reactants [C:1]([C:3]1[C:4]([C:20]([F:23])([F:22])[F:21])=[C:5]2[C:9](=[CH:10][CH:11]=1)[N:8]([CH:12]([CH3:18])/[C:13](=[N:16]/[H])/[NH:14][OH:15])[C:7]([CH3:19])=[CH:6]2)#[N:2].[F:24][C:25]([F:36])([F:35])[C:26]1[CH:27]=[C:28]([CH:32]=[CH:33][CH:34]=1)[C:29](Cl)=O, predict the reaction product. The product is: [CH3:19][C:7]1[N:8]([CH:12]([C:13]2[N:16]=[C:29]([C:28]3[CH:32]=[CH:33][CH:34]=[C:26]([C:25]([F:24])([F:35])[F:36])[CH:27]=3)[O:15][N:14]=2)[CH3:18])[C:9]2[C:5]([CH:6]=1)=[C:4]([C:20]([F:23])([F:22])[F:21])[C:3]([C:1]#[N:2])=[CH:11][CH:10]=2. (2) Given the reactants [CH3:1][C:2]1[CH:3]=[C:4]([CH:17]=[CH:18][CH:19]=1)[CH2:5][C:6]1[NH:7][C:8](=[O:16])[C:9]([C:14]#[N:15])=[C:10](SC)[N:11]=1.[NH:20]1[CH2:24][CH2:23][CH2:22][C@H:21]1[CH2:25][OH:26], predict the reaction product. The product is: [OH:26][CH2:25][C@@H:21]1[CH2:22][CH2:23][CH2:24][N:20]1[C:10]1[N:11]=[C:6]([CH2:5][C:4]2[CH:17]=[CH:18][CH:19]=[C:2]([CH3:1])[CH:3]=2)[NH:7][C:8](=[O:16])[C:9]=1[C:14]#[N:15]. (3) Given the reactants C[O:2][C:3](=[O:13])[CH2:4][CH2:5][N:6]([CH3:12])[CH2:7][CH2:8][CH2:9][CH2:10][CH3:11], predict the reaction product. The product is: [CH3:12][N:6]([CH2:7][CH2:8][CH2:9][CH2:10][CH3:11])[CH2:5][CH2:4][C:3]([OH:13])=[O:2]. (4) Given the reactants [OH-].[Na+].[OH:3][C:4]1[C:9]([O:10][CH2:11][CH2:12][O:13][CH2:14][CH2:15][O:16][CH2:17][CH2:18][O:19][CH3:20])=[CH:8][CH:7]=[CH:6][C:5]=1[C:21]1[S:22][CH2:23][C@:24]([CH3:31])([C:26]([O:28]CC)=[O:27])[N:25]=1, predict the reaction product. The product is: [OH:3][C:4]1[C:9]([O:10][CH2:11][CH2:12][O:13][CH2:14][CH2:15][O:16][CH2:17][CH2:18][O:19][CH3:20])=[CH:8][CH:7]=[CH:6][C:5]=1[C:21]1[S:22][CH2:23][C@:24]([CH3:31])([C:26]([OH:28])=[O:27])[N:25]=1. (5) Given the reactants [OH:1][C:2]1[C:3]([C:14]2[CH:19]=[CH:18][CH:17]=[CH:16][CH:15]=2)=[C:4]([CH2:9][C:10]([O:12][CH3:13])=[O:11])[CH:5]=[C:6]([OH:8])[CH:7]=1.C(=O)([O-])[O-].[K+].[K+].[CH2:26](Br)[C:27]1[CH:32]=[CH:31][CH:30]=[CH:29][CH:28]=1.O, predict the reaction product. The product is: [CH2:26]([O:1][C:2]1[C:3]([C:14]2[CH:19]=[CH:18][CH:17]=[CH:16][CH:15]=2)=[C:4]([CH2:9][C:10]([O:12][CH3:13])=[O:11])[CH:5]=[C:6]([O:8][CH2:14][C:3]2[CH:4]=[CH:5][CH:6]=[CH:7][CH:2]=2)[CH:7]=1)[C:27]1[CH:32]=[CH:31][CH:30]=[CH:29][CH:28]=1.